Dataset: NCI-60 drug combinations with 297,098 pairs across 59 cell lines. Task: Regression. Given two drug SMILES strings and cell line genomic features, predict the synergy score measuring deviation from expected non-interaction effect. (1) Synergy scores: CSS=40.1, Synergy_ZIP=-8.56, Synergy_Bliss=1.52, Synergy_Loewe=-3.47, Synergy_HSA=2.91. Cell line: NCI-H226. Drug 1: C1=NC(=NC(=O)N1C2C(C(C(O2)CO)O)O)N. Drug 2: CCN(CC)CCCC(C)NC1=C2C=C(C=CC2=NC3=C1C=CC(=C3)Cl)OC. (2) Drug 1: COC1=C(C=C2C(=C1)N=CN=C2NC3=CC(=C(C=C3)F)Cl)OCCCN4CCOCC4. Drug 2: CN(C)N=NC1=C(NC=N1)C(=O)N. Cell line: TK-10. Synergy scores: CSS=29.1, Synergy_ZIP=4.30, Synergy_Bliss=5.02, Synergy_Loewe=-14.9, Synergy_HSA=4.42.